From a dataset of Forward reaction prediction with 1.9M reactions from USPTO patents (1976-2016). Predict the product of the given reaction. Given the reactants Cl.[CH3:2][O:3][C:4](=[O:11])[C@H:5]([CH2:7][CH:8]([CH3:10])[CH3:9])[NH2:6].C([O-])([O-])=O.[Na+].[Na+].[CH2:18]([O:25][C:26](Cl)=[O:27])[C:19]1[CH:24]=[CH:23][CH:22]=[CH:21][CH:20]=1, predict the reaction product. The product is: [CH3:2][O:3][C:4](=[O:11])[C@H:5]([CH2:7][CH:8]([CH3:10])[CH3:9])[NH:6][C:26]([O:25][CH2:18][C:19]1[CH:24]=[CH:23][CH:22]=[CH:21][CH:20]=1)=[O:27].